Dataset: CYP3A4 inhibition data for predicting drug metabolism from PubChem BioAssay. Task: Regression/Classification. Given a drug SMILES string, predict its absorption, distribution, metabolism, or excretion properties. Task type varies by dataset: regression for continuous measurements (e.g., permeability, clearance, half-life) or binary classification for categorical outcomes (e.g., BBB penetration, CYP inhibition). Dataset: cyp3a4_veith. (1) The drug is Cc1ccc(NC(=O)/C(=C/c2cccc([N+](=O)[O-])c2)NC(=O)C2CCCCC2)c(C)c1. The result is 1 (inhibitor). (2) The compound is CN(Cc1ccco1)c1ncnc2ccc(-c3ccc4c(c3)OCO4)cc12. The result is 1 (inhibitor). (3) The molecule is COC(=O)CC[C@@H](C)[C@@H]1CC[C@@H]2[C@@H]3CC[C@H]4C[C@@H](O)CC[C@@]4(C)[C@@H]3CC[C@@]12C. The result is 0 (non-inhibitor). (4) The molecule is c1cncc(CNc2ccnc(-c3cccnc3)n2)c1. The result is 1 (inhibitor). (5) The molecule is Cc1nn(Cc2ccc([N+](=O)[O-])cc2)c(=O)n1-c1cccc(F)c1. The result is 0 (non-inhibitor).